This data is from Full USPTO retrosynthesis dataset with 1.9M reactions from patents (1976-2016). The task is: Predict the reactants needed to synthesize the given product. Given the product [CH:28]1([CH:33]([N:23]2[CH:24]=[C:20]([C:18]3[N:17]4[CH:25]=[CH:26][N:27]=[C:16]4[CH:15]=[C:14]([C:11]4[CH:12]=[CH:13][C:8]([CH:5]5[CH2:4][CH2:3][N:2]([CH3:1])[CH2:7][CH2:6]5)=[CH:9][CH:10]=4)[N:19]=3)[CH:21]=[N:22]2)[CH2:34][C:35]#[N:36])[CH2:32][CH2:31][CH2:30][CH2:29]1, predict the reactants needed to synthesize it. The reactants are: [CH3:1][N:2]1[CH2:7][CH2:6][CH:5]([C:8]2[CH:13]=[CH:12][C:11]([C:14]3[N:19]=[C:18]([C:20]4[CH:21]=[N:22][NH:23][CH:24]=4)[N:17]4[CH:25]=[CH:26][N:27]=[C:16]4[CH:15]=3)=[CH:10][CH:9]=2)[CH2:4][CH2:3]1.[CH:28]1([CH:33]=[CH:34][C:35]#[N:36])[CH2:32][CH2:31][CH2:30][CH2:29]1.N1CCCN2CCCCCC=12.